Dataset: Reaction yield outcomes from USPTO patents with 853,638 reactions. Task: Predict the reaction yield, written as a fraction of the theoretical maximum amount of product (1.0 means a 100% yield; for example, 0.34 means a 34% yield). (1) The reactants are [CH3:1][O:2][C:3]1[CH:4]=[C:5]2[C:10](=[CH:11][C:12]=1[O:13][CH3:14])[N:9]=[C:8](OC1C=CC(N)=CC=1)[CH:7]=[CH:6]2.[CH2:23](N(CC)CC)C.ClC(Cl)(OC(=O)OC(Cl)(Cl)Cl)Cl.C(O[C:47]([N:49]1[CH2:54][CH2:53][CH:52]([CH2:55]O)[CH2:51]C1)=[O:48])(C)(C)C.C(C1C=CC([NH:67][C:68]2[CH:73]=[CH:72][C:71]([O:74]C3C4C(=CC(OCCCCl)=C(OC)C=4)N=CC=3)=[CH:70][CH:69]=2)=CC=1)(C)(C)C. The catalyst is C(Cl)(Cl)Cl.O. The product is [CH3:1][O:2][C:3]1[CH:4]=[C:5]2[C:10](=[CH:11][C:12]=1[O:13][CH3:14])[N:9]=[CH:8][CH:7]=[C:6]2[O:74][C:71]1[CH:72]=[CH:73][C:68]([NH:67][C:47]([NH:49][CH2:54][CH2:53][C:52]([CH3:51])([CH3:55])[CH3:23])=[O:48])=[CH:69][CH:70]=1. The yield is 0.590. (2) The reactants are Cl[C:2]1[CH:11]=[CH:10][N:9]=[C:8]2[C:3]=1[CH:4]=[CH:5][C:6]([C:12]([F:15])([F:14])[F:13])=[N:7]2.CC1(C)COB([C:23]2[CH:24]=[CH:25][C:26]([F:37])=[C:27]([C:29]3[CH:34]=[CH:33][C:32]([C:35]#[N:36])=[CH:31][CH:30]=3)[CH:28]=2)OC1. No catalyst specified. The product is [F:37][C:26]1[CH:25]=[CH:24][C:23]([C:2]2[C:3]3[C:8](=[N:7][C:6]([C:12]([F:15])([F:14])[F:13])=[CH:5][CH:4]=3)[N:9]=[CH:10][CH:11]=2)=[CH:28][C:27]=1[C:29]1[CH:34]=[CH:33][C:32]([C:35]#[N:36])=[CH:31][CH:30]=1. The yield is 0.250. (3) The reactants are [H][H].[Cl:3][C:4]1[CH:9]=[CH:8][C:7]([S:10]([NH:13][CH:14]([CH2:20][C:21]([CH3:23])=[CH2:22])[C:15]([O:17][CH2:18][CH3:19])=[O:16])(=[O:12])=[O:11])=[CH:6][CH:5]=1.N1C=CC=CC=1.[FH:30]. The catalyst is C1COCC1. The product is [Cl:3][C:4]1[CH:5]=[CH:6][C:7]([S:10]([NH:13][CH:14]([CH2:20][C:21]([F:30])([CH3:23])[CH3:22])[C:15]([O:17][CH2:18][CH3:19])=[O:16])(=[O:12])=[O:11])=[CH:8][CH:9]=1.[Cl:3][C:4]1[CH:9]=[CH:8][C:7]([S:10]([NH:13][CH:14]2[CH2:20][C:21]([CH3:23])([CH3:22])[O:16][C:15]2=[O:17])(=[O:12])=[O:11])=[CH:6][CH:5]=1. The yield is 0.370. (4) The reactants are [Cl:1][C:2]1[CH:7]=[CH:6][C:5]([N+:8]([O-])=O)=[CH:4][C:3]=1[CH2:11][OH:12].O.[Sn](Cl)Cl.[OH-].[Na+]. The catalyst is CCOC(C)=O. The product is [NH2:8][C:5]1[CH:6]=[CH:7][C:2]([Cl:1])=[C:3]([CH2:11][OH:12])[CH:4]=1. The yield is 0.930. (5) The reactants are [NH2:1][C:2]1[CH:3]=[N:4][CH:5]=[CH:6][CH:7]=1.Cl[C:9]([O:11][C:12]1[CH:17]=[CH:16][CH:15]=[CH:14][CH:13]=1)=[O:10]. No catalyst specified. The product is [N:4]1[CH:5]=[CH:6][CH:7]=[C:2]([NH:1][C:9](=[O:10])[O:11][C:12]2[CH:17]=[CH:16][CH:15]=[CH:14][CH:13]=2)[CH:3]=1. The yield is 0.620. (6) The reactants are [F:1][C:2]1[C:3]([CH2:24][N:25](C)[C:26](=O)OC(C)(C)C)=[CH:4][N:5]([S:14]([C:17]2[CH:18]=[N:19][CH:20]=[C:21]([F:23])[CH:22]=2)(=[O:16])=[O:15])[C:6]=1[C:7]1[C:8]([F:13])=[N:9][CH:10]=[CH:11][CH:12]=1.C(OCC)(=O)C.[ClH:40]. The catalyst is C(OCC)(=O)C.CC(O)C. The product is [ClH:40].[F:1][C:2]1[C:3]([CH2:24][NH:25][CH3:26])=[CH:4][N:5]([S:14]([C:17]2[CH:18]=[N:19][CH:20]=[C:21]([F:23])[CH:22]=2)(=[O:15])=[O:16])[C:6]=1[C:7]1[C:8]([F:13])=[N:9][CH:10]=[CH:11][CH:12]=1. The yield is 0.650.